From a dataset of Catalyst prediction with 721,799 reactions and 888 catalyst types from USPTO. Predict which catalyst facilitates the given reaction. Reactant: [C:1]([O:5][C:6](=[O:33])[NH:7][C:8]1[CH:13]=[CH:12][C:11]([O:14][C:15]2[CH:20]=[CH:19][C:18]([NH:21][C:22]([C:24]3[S:25][C:26]([Br:29])=[CH:27][CH:28]=3)=[O:23])=[CH:17][C:16]=2[N+:30]([O-])=O)=[CH:10][CH:9]=1)([CH3:4])([CH3:3])[CH3:2].[NH4+].[Cl-]. Product: [C:1]([O:5][C:6](=[O:33])[NH:7][C:8]1[CH:9]=[CH:10][C:11]([O:14][C:15]2[CH:20]=[CH:19][C:18]([NH:21][C:22]([C:24]3[S:25][C:26]([Br:29])=[CH:27][CH:28]=3)=[O:23])=[CH:17][C:16]=2[NH2:30])=[CH:12][CH:13]=1)([CH3:4])([CH3:2])[CH3:3]. The catalyst class is: 292.